Dataset: Blood-brain barrier permeability regression values from the B3DB database. Task: Regression/Classification. Given a drug SMILES string, predict its absorption, distribution, metabolism, or excretion properties. Task type varies by dataset: regression for continuous measurements (e.g., permeability, clearance, half-life) or binary classification for categorical outcomes (e.g., BBB penetration, CYP inhibition). For this dataset (b3db_regression), we predict Y. The molecule is CC1=C(C(=O)N2CC(CCC2=N1)O)CCN3CCC(CC3)C4=NOC5=C4C=CC(=C5)F. The Y is -0.670 log(BB ratio).